From a dataset of Forward reaction prediction with 1.9M reactions from USPTO patents (1976-2016). Predict the product of the given reaction. Given the reactants [NH2:1][C:2]1[C:11]2[C:6](=[CH:7][CH:8]=[CH:9][C:10]=2[O:12][CH2:13][C@@H:14]([NH2:17])[CH2:15][CH3:16])[N:5]=[C:4]([CH3:18])[C:3]=1[C:19]([O:21][CH2:22][CH3:23])=[O:20].[OH:24][C:25]1[CH:26]=[C:27]([CH:31]=[CH:32][CH:33]=1)[C:28](O)=[O:29], predict the reaction product. The product is: [NH2:1][C:2]1[C:11]2[C:6](=[CH:7][CH:8]=[CH:9][C:10]=2[O:12][CH2:13][C@@H:14]([NH:17][C:28](=[O:29])[C:27]2[CH:31]=[CH:32][CH:33]=[C:25]([OH:24])[CH:26]=2)[CH2:15][CH3:16])[N:5]=[C:4]([CH3:18])[C:3]=1[C:19]([O:21][CH2:22][CH3:23])=[O:20].